Dataset: TCR-epitope binding with 47,182 pairs between 192 epitopes and 23,139 TCRs. Task: Binary Classification. Given a T-cell receptor sequence (or CDR3 region) and an epitope sequence, predict whether binding occurs between them. (1) The epitope is VSFIEFVGW. The TCR CDR3 sequence is CASSQSLRGFYEQYF. Result: 0 (the TCR does not bind to the epitope). (2) The epitope is YSEHPTFTSQY. The TCR CDR3 sequence is CASSLQGPNQPQHF. Result: 0 (the TCR does not bind to the epitope).